This data is from Catalyst prediction with 721,799 reactions and 888 catalyst types from USPTO. The task is: Predict which catalyst facilitates the given reaction. (1) Reactant: [CH3:1][O:2][C:3]1[CH:22]=[CH:21][CH:20]=[CH:19][C:4]=1[CH2:5][NH:6][C:7]1[CH:16]=[CH:15][C:14]2[C:9](=[CH:10][CH:11]=[C:12]([CH2:17][OH:18])[CH:13]=2)[N:8]=1.[C:23]1(O)[CH:28]=[CH:27][CH:26]=[CH:25][CH:24]=1.C1(P(C2C=CC=CC=2)C2C=CC=CC=2)C=CC=CC=1.N(C(OC(C)C)=O)=NC(OC(C)C)=O. The catalyst class is: 7. Product: [CH3:1][O:2][C:3]1[CH:22]=[CH:21][CH:20]=[CH:19][C:4]=1[CH2:5][NH:6][C:7]1[CH:16]=[CH:15][C:14]2[C:9](=[CH:10][CH:11]=[C:12]([CH2:17][O:18][C:23]3[CH:28]=[CH:27][CH:26]=[CH:25][CH:24]=3)[CH:13]=2)[N:8]=1. (2) Reactant: Cl.N[OH:3].C[N:5]([CH:7]=[N:8][C:9]1[N:14]=[C:13]([C:15]([F:18])([CH3:17])[CH3:16])[N:12]=[C:11]([NH:19][CH:20]([CH:30]2[CH2:32][CH2:31]2)[CH2:21][CH2:22][CH2:23][C:24]2[CH:29]=[CH:28][CH:27]=[CH:26][CH:25]=2)[N:10]=1)C. Product: [F:18][C:15]([C:13]1[N:12]=[C:11]([NH:19][CH:20]([CH:30]2[CH2:32][CH2:31]2)[CH2:21][CH2:22][CH2:23][C:24]2[CH:29]=[CH:28][CH:27]=[CH:26][CH:25]=2)[N:10]=[C:9]([NH:8][CH:7]=[N:5][OH:3])[N:14]=1)([CH3:17])[CH3:16]. The catalyst class is: 5. (3) Reactant: [C:1](N1C=CN=C1)(N1C=CN=C1)=[O:2].[NH2:13][C:14]1[CH:22]=[CH:21][C:20]([CH2:23][N:24]([CH:26]=[O:27])[CH3:25])=[CH:19][C:15]=1[C:16]([OH:18])=[O:17].Cl. Product: [CH:26]([N:24]([CH2:23][C:20]1[CH:19]=[C:15]2[C:16]([O:18][C:1](=[O:2])[NH:13][C:14]2=[CH:22][CH:21]=1)=[O:17])[CH3:25])=[O:27]. The catalyst class is: 9. (4) Reactant: [C:1]([NH:8][C@H:9]([C:14]([OH:16])=[O:15])[CH2:10]C(=O)N)([O:3][C:4]([CH3:7])([CH3:6])[CH3:5])=[O:2].CCOC(C)=O.C(#[N:25])C.CC(OI(OC(C)=O)C1C=CC=CC=1)=O. Product: [NH:8]([C:1]([O:3][C:4]([CH3:5])([CH3:6])[CH3:7])=[O:2])[C@H:9]([C:14]([OH:16])=[O:15])[CH2:10][NH2:25]. The catalyst class is: 6. (5) Reactant: [N:1]1([C:6]2[C:11]([F:12])=[CH:10][C:9]([N:13]3[CH2:17][C@H:16]([C:18]([O:20]C)=O)[O:15][C:14]3=[O:22])=[CH:8][C:7]=2[F:23])[CH2:5][CH:4]=[CH:3][CH2:2]1.[NH3:24]. Product: [N:1]1([C:6]2[C:11]([F:12])=[CH:10][C:9]([N:13]3[CH2:17][C@H:16]([C:18]([NH2:24])=[O:20])[O:15][C:14]3=[O:22])=[CH:8][C:7]=2[F:23])[CH2:5][CH:4]=[CH:3][CH2:2]1. The catalyst class is: 5. (6) Reactant: [N:1]1[CH:6]=[CH:5][CH:4]=[CH:3][C:2]=1[C:7]1[N:11]=[C:10]([C:12]2[CH:17]=[C:16]([OH:18])[CH:15]=[C:14]([C:19]#[N:20])[CH:13]=2)[O:9][N:8]=1.C(=O)([O-])[O-].[K+].[K+].I[CH:28]([CH3:30])[CH3:29]. Product: [N:1]1[CH:6]=[CH:5][CH:4]=[CH:3][C:2]=1[C:7]1[N:11]=[C:10]([C:12]2[CH:17]=[C:16]([O:18][CH:28]([CH3:30])[CH3:29])[CH:15]=[C:14]([C:19]#[N:20])[CH:13]=2)[O:9][N:8]=1. The catalyst class is: 204. (7) Reactant: [N+:1]([C:4]1[CH:9]=[CH:8][C:7]([NH:10][CH:11]2[CH2:16][CH2:15][CH:14]([O:17][CH2:18][C:19](O)=[O:20])[CH2:13][CH2:12]2)=[CH:6][C:5]=1[C:22]([F:25])([F:24])[F:23])([O-:3])=[O:2].[N:26]1([C:32]2[CH:41]=[CH:40][C:39]3[C:34](=[CH:35][CH:36]=[C:37]([C:42]([F:45])([F:44])[F:43])[CH:38]=3)[N:33]=2)[CH2:31][CH2:30][NH:29][CH2:28][CH2:27]1.CCN=C=NCCCN(C)C.Cl.C1C=CC2N(O)N=NC=2C=1.CCN(CC)CC. Product: [N+:1]([C:4]1[CH:9]=[CH:8][C:7]([NH:10][CH:11]2[CH2:12][CH2:13][CH:14]([O:17][CH2:18][C:19]([N:29]3[CH2:30][CH2:31][N:26]([C:32]4[CH:41]=[CH:40][C:39]5[C:34](=[CH:35][CH:36]=[C:37]([C:42]([F:45])([F:43])[F:44])[CH:38]=5)[N:33]=4)[CH2:27][CH2:28]3)=[O:20])[CH2:15][CH2:16]2)=[CH:6][C:5]=1[C:22]([F:23])([F:24])[F:25])([O-:3])=[O:2]. The catalyst class is: 4. (8) Reactant: [OH-].[K+].[NH:3]1[C:11]2[C:6](=[CH:7][CH:8]=[CH:9][CH:10]=2)[CH:5]=[CH:4]1.Cl.[CH2:13]([N:20]1[CH2:25][CH2:24][CH2:23][C:22](=O)[CH2:21]1)[C:14]1[CH:19]=[CH:18][CH:17]=[CH:16][CH:15]=1.O. Product: [CH2:13]([N:20]1[CH2:25][CH2:24][CH:23]=[C:22]([C:5]2[C:6]3[C:11](=[CH:10][CH:9]=[CH:8][CH:7]=3)[NH:3][CH:4]=2)[CH2:21]1)[C:14]1[CH:19]=[CH:18][CH:17]=[CH:16][CH:15]=1. The catalyst class is: 5. (9) Reactant: [CH2:1]([O:3][C:4]([C:6]1[N:7]([CH3:14])[N:8]=[CH:9][C:10]=1[N+:11]([O-])=O)=[O:5])[CH3:2]. Product: [CH2:1]([O:3][C:4]([C:6]1[N:7]([CH3:14])[N:8]=[CH:9][C:10]=1[NH2:11])=[O:5])[CH3:2]. The catalyst class is: 50.